This data is from NCI-60 drug combinations with 297,098 pairs across 59 cell lines. The task is: Regression. Given two drug SMILES strings and cell line genomic features, predict the synergy score measuring deviation from expected non-interaction effect. (1) Drug 1: CC1C(C(CC(O1)OC2CC(CC3=C2C(=C4C(=C3O)C(=O)C5=C(C4=O)C(=CC=C5)OC)O)(C(=O)C)O)N)O.Cl. Drug 2: C1=C(C(=O)NC(=O)N1)N(CCCl)CCCl. Cell line: RXF 393. Synergy scores: CSS=25.1, Synergy_ZIP=0.342, Synergy_Bliss=3.67, Synergy_Loewe=5.27, Synergy_HSA=6.71. (2) Drug 1: CC1C(C(=O)NC(C(=O)N2CCCC2C(=O)N(CC(=O)N(C(C(=O)O1)C(C)C)C)C)C(C)C)NC(=O)C3=C4C(=C(C=C3)C)OC5=C(C(=O)C(=C(C5=N4)C(=O)NC6C(OC(=O)C(N(C(=O)CN(C(=O)C7CCCN7C(=O)C(NC6=O)C(C)C)C)C)C(C)C)C)N)C. Drug 2: C1=NC2=C(N1)C(=S)N=CN2. Cell line: HT29. Synergy scores: CSS=60.9, Synergy_ZIP=-9.57, Synergy_Bliss=-5.32, Synergy_Loewe=-5.99, Synergy_HSA=-1.76.